The task is: Binary Classification. Given a miRNA mature sequence and a target amino acid sequence, predict their likelihood of interaction.. This data is from Experimentally validated miRNA-target interactions with 360,000+ pairs, plus equal number of negative samples. (1) The miRNA is hsa-miR-296-3p with sequence GAGGGUUGGGUGGAGGCUCUCC. The protein sequence of the target gene is MTTLSPENSLSARQSASFILVKRKPPIDKTEWDSFFDESGHLAKSRDFICVNILERGLHPFVRTEAWKFLTGYFSWQSSQDERLTVDSMRRKNYKALCQMYEKIQPLLENLHRNFTETRNNIARDIQKIYDKDPLGNVLIDKKRLEKILLLSYVCNTQAEYQQGFHEMMMLFQLMVEHDHETFWLFQFFLQKTEHSCVINIGVAKNLDMLSTLITFLDPVFAEHLKGKGAGAVQSLFPWFCFCFQRAFKSFDDVWRLWEVLLTGKPCRNFQVLVAYSMLQMVREQVLQESMGGDDILLAC.... Result: 0 (no interaction). (2) The miRNA is hsa-miR-553 with sequence AAAACGGUGAGAUUUUGUUUU. The protein sequence of the target gene is MYQSLALAASPRQAAYADSGSFLHAPGAGSPMFVPPARVPSMLSYLSGCEPSPQPPELAARPGWAQTATADSSAFGPGSPHPPAAHPPGATAFPFAHSPSGPGSGGSAGGRDGSAYQGALLPREQFAAPLGRPVGTSYSATYPAYVSPDVAQSWTAGPFDGSVLHGLPGRRPTFVSDFLEEFPGEGRECVNCGALSTPLWRRDGTGHYLCNACGLYHKMNGVNRPLVRPQKRLSSSRRAGLCCTNCHTTNTTLWRRNSEGEPVCNACGLYMKLHGVPRPLAMKKESIQTRKRKPKTIAKA.... Result: 0 (no interaction).